Task: Predict which catalyst facilitates the given reaction.. Dataset: Catalyst prediction with 721,799 reactions and 888 catalyst types from USPTO (1) Reactant: Cl[C:2]1[N:7]=[C:6]([O:8][C@@H:9]([C@H:11]2[CH2:15][NH:14][C:13](=[O:16])[CH2:12]2)[CH3:10])[C:5]2=[CH:17][N:18]([CH3:20])[N:19]=[C:4]2[CH:3]=1.[CH3:21][O:22][C:23]1[CH:24]=[C:25](B(O)O)[CH:26]=[CH:27][C:28]=1[O:29][CH3:30].C(=O)([O-])[O-].[Na+].[Na+]. Product: [CH3:21][O:22][C:23]1[CH:24]=[C:25]([C:2]2[N:7]=[C:6]([O:8][C@@H:9]([C@H:11]3[CH2:15][NH:14][C:13](=[O:16])[CH2:12]3)[CH3:10])[C:5]3=[CH:17][N:18]([CH3:20])[N:19]=[C:4]3[CH:3]=2)[CH:26]=[CH:27][C:28]=1[O:29][CH3:30]. The catalyst class is: 233. (2) Reactant: [C:1]1([CH2:7][O:8][C:9]2[C:18]3[C:13](=[CH:14][CH:15]=[CH:16][CH:17]=3)[C:12]([O:19][CH2:20][C:21]3[CH:26]=[CH:25][CH:24]=[CH:23][CH:22]=3)=[C:11]([C:27](O)=[O:28])[C:10]=2[C:30](O)=[O:31])[CH:6]=[CH:5][CH:4]=[CH:3][CH:2]=1.[NH2:33][C:34]1[CH:39]=[CH:38][C:37]([CH2:40][C:41]([O:43][CH2:44][CH3:45])=[O:42])=[CH:36][CH:35]=1.O. Product: [O:31]=[C:30]1[C:10]2[C:9]([O:8][CH2:7][C:1]3[CH:6]=[CH:5][CH:4]=[CH:3][CH:2]=3)=[C:18]3[CH:17]=[CH:16][CH:15]=[CH:14][C:13]3=[C:12]([O:19][CH2:20][C:21]3[CH:26]=[CH:25][CH:24]=[CH:23][CH:22]=3)[C:11]=2[C:27](=[O:28])[N:33]1[C:34]1[CH:35]=[CH:36][C:37]([CH2:40][C:41]([O:43][CH2:44][CH3:45])=[O:42])=[CH:38][CH:39]=1. The catalyst class is: 15. (3) Product: [OH:14][C@@H:15]1[CH2:19][C@H:18]([OH:20])[C@H:17]([CH2:21]/[CH:22]=[CH:23]\[CH2:24][CH2:25][CH2:26][C:27]([N:29]([CH3:3])[S:30]([CH3:33])(=[O:32])=[O:31])=[O:28])[C@H:16]1/[CH:34]=[CH:35]/[C@@H:36]([OH:42])[CH2:37][CH2:38][CH2:39][CH2:40][CH3:41]. The catalyst class is: 692. Reactant: CI.[CH2:3]1CCN2C(=NCCC2)CC1.[OH:14][C@@H:15]1[CH2:19][C@H:18]([OH:20])[C@H:17]([CH2:21]/[CH:22]=[CH:23]\[CH2:24][CH2:25][CH2:26][C:27]([NH:29][S:30]([CH3:33])(=[O:32])=[O:31])=[O:28])[C@H:16]1/[CH:34]=[CH:35]/[C@@H:36]([OH:42])[CH2:37][CH2:38][CH2:39][CH2:40][CH3:41]. (4) Reactant: [CH3:1][O:2][C:3](=[O:18])[CH2:4][O:5][C:6]1[CH:11]=[CH:10][C:9]([O:12][CH2:13][C:14](=[S:16])[NH2:15])=[CH:8][C:7]=1[CH3:17].[C:19]1([C:25]([CH:27](Br)[C:28]2[CH:33]=[CH:32][CH:31]=[CH:30][CH:29]=2)=O)[CH:24]=[CH:23][CH:22]=[CH:21][CH:20]=1. Product: [CH3:1][O:2][C:3](=[O:18])[CH2:4][O:5][C:6]1[CH:11]=[CH:10][C:9]([O:12][CH2:13][C:14]2[S:16][C:25]([C:19]3[CH:24]=[CH:23][CH:22]=[CH:21][CH:20]=3)=[C:27]([C:28]3[CH:33]=[CH:32][CH:31]=[CH:30][CH:29]=3)[N:15]=2)=[CH:8][C:7]=1[CH3:17]. The catalyst class is: 14. (5) Reactant: [CH3:1][O:2][C:3]1[CH:8]=[CH:7][C:6]([C:9]2[N:10]=[C:11]3[CH:16]=[CH:15][C:14]([CH3:17])=[CH:13][N:12]3[CH:18]=2)=[CH:5][CH:4]=1.C1(C)C=CC=CC=1.[C:26]([O:30][CH2:31][CH3:32])(=[O:29])[CH:27]=[O:28].O.C1(C)C=CC(S(O)(=O)=O)=CC=1. Product: [CH2:31]([O:30][C:26](=[O:29])[CH:27]([OH:28])[C:18]1[N:12]2[CH:13]=[C:14]([CH3:17])[CH:15]=[CH:16][C:11]2=[N:10][C:9]=1[C:6]1[CH:5]=[CH:4][C:3]([O:2][CH3:1])=[CH:8][CH:7]=1)[CH3:32]. The catalyst class is: 11. (6) Reactant: [O:1]([C:8]1[CH:9]=[C:10]([CH:25]=[CH:26][CH:27]=1)[CH2:11][NH:12][C:13]1[CH:18]=[CH:17][C:16]([C@@H:19]2[CH2:21][C@H:20]2[C:22]([OH:24])=O)=[CH:15][CH:14]=1)[C:2]1[CH:7]=[CH:6][CH:5]=[CH:4][CH:3]=1.CN(C(ON1N=[N:43][C:38]2[CH:39]=[CH:40][CH:41]=NC1=2)=[N+](C)C)C.F[P-](F)(F)(F)(F)F.NCC1CC1. Product: [CH:39]1([CH2:38][NH:43][C:22]([CH:20]2[CH2:21][CH:19]2[C:16]2[CH:17]=[CH:18][C:13]([NH:12][CH2:11][C:10]3[CH:25]=[CH:26][CH:27]=[C:8]([O:1][C:2]4[CH:3]=[CH:4][CH:5]=[CH:6][CH:7]=4)[CH:9]=3)=[CH:14][CH:15]=2)=[O:24])[CH2:41][CH2:40]1. The catalyst class is: 139.